From a dataset of NCI-60 drug combinations with 297,098 pairs across 59 cell lines. Regression. Given two drug SMILES strings and cell line genomic features, predict the synergy score measuring deviation from expected non-interaction effect. (1) Drug 1: C1CN(CCN1C(=O)CCBr)C(=O)CCBr. Drug 2: CCC1(C2=C(COC1=O)C(=O)N3CC4=CC5=C(C=CC(=C5CN(C)C)O)N=C4C3=C2)O.Cl. Cell line: U251. Synergy scores: CSS=55.6, Synergy_ZIP=-4.81, Synergy_Bliss=-5.22, Synergy_Loewe=-2.32, Synergy_HSA=0.249. (2) Drug 1: C1CCC(C(C1)N)N.C(=O)(C(=O)[O-])[O-].[Pt+4]. Drug 2: C1CN(P(=O)(OC1)NCCCl)CCCl. Cell line: DU-145. Synergy scores: CSS=-5.88, Synergy_ZIP=-29.6, Synergy_Bliss=-69.1, Synergy_Loewe=-72.5, Synergy_HSA=-71.9. (3) Drug 1: CN(CCCl)CCCl.Cl. Drug 2: COC1=C2C(=CC3=C1OC=C3)C=CC(=O)O2. Cell line: MDA-MB-435. Synergy scores: CSS=2.43, Synergy_ZIP=0.182, Synergy_Bliss=1.09, Synergy_Loewe=-3.19, Synergy_HSA=-2.03. (4) Drug 1: C1=C(C(=O)NC(=O)N1)F. Drug 2: CN(C)C1=NC(=NC(=N1)N(C)C)N(C)C. Cell line: K-562. Synergy scores: CSS=45.4, Synergy_ZIP=-3.14, Synergy_Bliss=-9.21, Synergy_Loewe=-28.6, Synergy_HSA=-11.8. (5) Drug 1: CNC(=O)C1=CC=CC=C1SC2=CC3=C(C=C2)C(=NN3)C=CC4=CC=CC=N4. Drug 2: CNC(=O)C1=NC=CC(=C1)OC2=CC=C(C=C2)NC(=O)NC3=CC(=C(C=C3)Cl)C(F)(F)F. Cell line: SF-295. Synergy scores: CSS=22.2, Synergy_ZIP=-6.21, Synergy_Bliss=-5.45, Synergy_Loewe=-7.28, Synergy_HSA=-3.26.